From a dataset of Experimentally validated miRNA-target interactions with 360,000+ pairs, plus equal number of negative samples. Binary Classification. Given a miRNA mature sequence and a target amino acid sequence, predict their likelihood of interaction. (1) The miRNA is hsa-miR-27b-3p with sequence UUCACAGUGGCUAAGUUCUGC. The protein sequence of the target gene is MLRWTVHLEGGPRRVNHAAVAVGHRVYSFGGYCSGEDYETLRQIDVHIFNAVSLRWTKLPPVKSAIRGQAPVVPYMRYGHSTVLIDDTVLLWGGRNDTEGACNVLYAFDVNTHKWFTPRVSGTVPGARDGHSACVLGKIMYIFGGYEQQADCFSNDIHKLDTSTMTWTLICTKGSPARWRDFHSATMLGSHMYVFGGRADRFGPFHSNNEIYCNRIRVFDTRTEAWLDCPPTPVLPEGRRSHSAFGYNGELYIFGGYNARLNRHFHDLWKFNPVSFTWKKIEPKGKGPCPRRRQCCCIVG.... Result: 1 (interaction). (2) The miRNA is mmu-miR-324-3p with sequence CCACUGCCCCAGGUGCUGCU. The protein sequence of the target gene is MPSLLGLKCLGKLCSSEIGKVPSPERASLRNSHRRLLIEDLSVPETPDPAHRRRGTVIHLVYLYSAGCGPPELRFSSYDPSVAHPQDPHHSSEKPVIHCHKCGEPCKGEVLRVQTKHFHIKCFTCKVCGCDLAQGGFFIKNGDYLCTLDYQRMYGTRCHGCGEFVEGEVVTALGKTYHPNCFACTICKRPFPPGDRVTFNGRDCLCQLCAQPMSSSPKEASCSSNCAGCGRDIKNGQALLALDKQWHLGCFKCKSCGKVLTGEYISKDGSPYCEKDYQGLFGVKCEACHQFITGKVLEAG.... Result: 1 (interaction). (3) The miRNA is hsa-miR-376a-3p with sequence AUCAUAGAGGAAAAUCCACGU. The protein sequence of the target gene is MEQSNDSLRVNHNDGEESKTSAQVFEHLICMDSRDSSFGQNDSPTVLPITTREANNSLISQNIPGPLTQTQTLSAEQFHLVDQNGQAIQYELQSLGESNAQMMIVASPTENGQVLRVIPPTQTGMAQVIIPQGQLVDVNSPRDVPEEKPSNRNLPTVRVDTLADNTSNYILHPQTSFPLPKKSVTGMLEEPLLGPLQPLSSNTPIWACRLRSCEKIGDSYRGYCVSETELESVLTFHKQQTQSVWGTRQSPSPAKPATRLMWKSQYVPYDGIPFVNAGSRAVVMECQYGPRRKGFQLKKV.... Result: 0 (no interaction). (4) The miRNA is hsa-miR-5047 with sequence UUGCAGCUGCGGUUGUAAGGU. The protein sequence of the target gene is MKAGTGPLLSTLLGLLFLSIQGTGGVNPGVVARITDKGLAYAAKEGLVALQRELYKITLPDFSGDFKIKAVGRGQYEFHSLEIQNCELRGSSLKLLPGQGLSLAISDSSIGVRGKWKVRKSFLKLHGSFDLDVKGVTISVDLLLGMDPSGRPTVSASGCSSRICDLDVHISGNVGWLLNLFHNQIESKLQKVLENKVCEMIQKSVTSDLQPYLQTLPVTAEIDNVLGIDYSLVAAPQAKAQVLDVMFKGEIFNRNHRSPVATPTPTMSLPEDSKQMVYFAISDYAFNIASRVYHQAGYLN.... Result: 0 (no interaction). (5) The miRNA is mmu-miR-302b-3p with sequence UAAGUGCUUCCAUGUUUUAGUAG. The protein sequence of the target gene is MSHAAEPARDAVEASAEGPRAVFLLLEERRPAESAQLLSLNSLLPESGIVADIELENILDPDSFYELKSQPLFLRSSLPISLQATPTTPATLSASSSAGGSRTPAMSSSSSRVLLRQQLMRAQAQEQERRERREQAAAAPFPSPAPASPAISVIGVSAGGHTLSRPPPAQVPREVLKVQTHLENPTRYHLQQARRQQVKQYLSTTLGPKLASQALTPPPGPSSAQPLPAPETAHATGPTGSAPNSPMALLTIGSSSEKEIDDVIDEIISLESSYNDEMLSYLPGGTAGLQLPSTLPVSGN.... Result: 0 (no interaction). (6) The miRNA is mmu-miR-1971 with sequence GUAAAGGCUGGGCUGAGA. The protein sequence of the target gene is MARENGESSSSWKKQAEDIKKIFEFKETLGTGAFSEVVLAEEKATGKLFAVKCIPKKALKGKESSIENEIAVLRKIKHENIVALEDIYESPNHLYLVMQLVSGGELFDRIVEKGFYTEKDASTLIRQVLDAVYYLHRMGIVHRDLKPENLLYYSQDEESKIMISDFGLSKMEGKGDVMSTACGTPGYVAPEVLAQKPYSKAVDCWSIGVIAYILLCGYPPFYDENDSKLFEQILKAEYEFDSPYWDDISDSAKDFIRNLMEKDPNKRYTCEQAARHPWIAGDTALSKNIHESVSAQIRKN.... Result: 0 (no interaction). (7) The miRNA is rno-miR-30a-3p with sequence CUUUCAGUCGGAUGUUUGCAGC. The protein sequence of the target gene is MTALPGPLWLLGLALCALGGGGPGLRPPPGCPQRRLGARERRDVQREILAVLGLPGRPRPRAPPAASRLPASAPLFMLDLYHAMAGDDDEDGAPAERRLGRADLVMSFVNMVERDRALGHQEPHWKEFRFDLTQIPAGEAVTAAEFRIYKVPSIHLLNRTLHVSMFQVVQEQSNRESDLFFLDLQTLRAGDEGWLVLDVTAASDCWLLKRHKDLGLRLYVETEDGHSVDPGLAGLLGQRAPRSQQPFVVTFFRASPSPIRTPRAVRPLRRRQPKKSNELPQANRLPGIFDDVHGSHGRQV.... Result: 0 (no interaction).